This data is from Reaction yield outcomes from USPTO patents with 853,638 reactions. The task is: Predict the reaction yield, written as a fraction of the theoretical maximum amount of product (1.0 means a 100% yield; for example, 0.34 means a 34% yield). (1) The reactants are [Cl:1][C:2]1[CH:3]=[C:4]([C:8]([Cl:11])=[CH:9][N:10]=1)[C:5]([OH:7])=O.CN(C(ON1N=NC2C=CC=NC1=2)=[N+](C)C)C.F[P-](F)(F)(F)(F)F.CCN(CC)CC.[NH2:43][C:44]1[CH:66]=[CH:65][C:47]2[CH2:48][CH2:49][C:50]3[C:51]([C:62]([NH2:64])=[O:63])=[N:52][N:53]([C:55]4[CH:60]=[CH:59][C:58]([F:61])=[CH:57][CH:56]=4)[C:54]=3[C:46]=2[CH:45]=1.CC1C(C(O)=O)=CN=C(Cl)C=1. The catalyst is CN(C=O)C. The product is [Cl:1][C:2]1[CH:3]=[C:4]([C:8]([Cl:11])=[CH:9][N:10]=1)[C:5]([NH:43][C:44]1[CH:66]=[CH:65][C:47]2[CH2:48][CH2:49][C:50]3[C:51]([C:62]([NH2:64])=[O:63])=[N:52][N:53]([C:55]4[CH:56]=[CH:57][C:58]([F:61])=[CH:59][CH:60]=4)[C:54]=3[C:46]=2[CH:45]=1)=[O:7]. The yield is 0.730. (2) The yield is 0.400. The reactants are [Br:1][C:2]1[CH:7]=[CH:6][C:5]([NH2:8])=[C:4](I)[CH:3]=1.[CH3:10][C:11](N)=[S:12]. The product is [Br:1][C:2]1[CH:7]=[CH:6][C:5]2[N:8]=[C:11]([CH3:10])[S:12][C:4]=2[CH:3]=1. The catalyst is CN(C=O)C.C1C=CC(P(C2C=CC=CC=2)[C-]2C=CC=C2)=CC=1.C1C=CC(P(C2C=CC=CC=2)[C-]2C=CC=C2)=CC=1.[Fe+2].C1C=CC(/C=C/C(/C=C/C2C=CC=CC=2)=O)=CC=1.C1C=CC(/C=C/C(/C=C/C2C=CC=CC=2)=O)=CC=1.C1C=CC(/C=C/C(/C=C/C2C=CC=CC=2)=O)=CC=1.[Pd].[Pd]. (3) The reactants are [CH2:1]([O:8][NH:9][S:10]([C:13]1[CH:18]=[CH:17][CH:16]=[CH:15][C:14]=1[N+:19]([O-:21])=[O:20])(=[O:12])=[O:11])[C:2]1[CH:7]=[CH:6][CH:5]=[CH:4][CH:3]=1.O[C@@H:23]1[CH2:28][N:27]([C:29]([O:31][C:32]([CH3:35])([CH3:34])[CH3:33])=[O:30])[C@H:26]([C:36]([O:38][CH2:39][CH3:40])=[O:37])[CH2:25][CH2:24]1.C1C=CC(P(C2C=CC=CC=2)C2C=CC=CC=2)=CC=1.CCOC(/N=N/C(OCC)=O)=O. The catalyst is C1COCC1. The product is [CH2:1]([O:8][N:9]([C@H:23]1[CH2:28][N:27]([C:29]([O:31][C:32]([CH3:33])([CH3:34])[CH3:35])=[O:30])[C@H:26]([C:36]([O:38][CH2:39][CH3:40])=[O:37])[CH2:25][CH2:24]1)[S:10]([C:13]1[CH:18]=[CH:17][CH:16]=[CH:15][C:14]=1[N+:19]([O-:21])=[O:20])(=[O:12])=[O:11])[C:2]1[CH:7]=[CH:6][CH:5]=[CH:4][CH:3]=1. The yield is 0.800. (4) The reactants are C(O[C:4]1[C:8]([O:9][CH2:10][CH3:11])=[N:7][S:6](=[O:12])[N:5]=1)C.[C:13]([O:17][C:18](=[O:29])[C@H:19]([CH2:21][C:22]1[CH:27]=[CH:26][C:25]([OH:28])=[CH:24][CH:23]=1)[NH2:20])([CH3:16])([CH3:15])[CH3:14]. The catalyst is C(O)C. The product is [C:13]([O:17][C:18](=[O:29])[C@H:19]([CH2:21][C:22]1[CH:27]=[CH:26][C:25]([OH:28])=[CH:24][CH:23]=1)[NH:20][C:4]1[C:8]([O:9][CH2:10][CH3:11])=[N:7][S:6](=[O:12])[N:5]=1)([CH3:16])([CH3:14])[CH3:15]. The yield is 0.880. (5) The reactants are [NH2:1][CH2:2][CH2:3][OH:4].C(N(CC)CC)C.[Br:12][C:13]1[CH:18]=[CH:17][C:16]([S:19](Cl)(=[O:21])=[O:20])=[CH:15][CH:14]=1. The catalyst is C1COCC1. The product is [Br:12][C:13]1[CH:18]=[CH:17][C:16]([S:19]([NH:1][CH2:2][CH2:3][OH:4])(=[O:21])=[O:20])=[CH:15][CH:14]=1. The yield is 0.500.